Dataset: Full USPTO retrosynthesis dataset with 1.9M reactions from patents (1976-2016). Task: Predict the reactants needed to synthesize the given product. (1) The reactants are: O.O.[Sn](Cl)Cl.[F:6][C:7]([F:24])([F:23])[C:8]([NH:10][CH2:11]/[CH:12]=[CH:13]/[C:14]1[CH:19]=[CH:18][CH:17]=[C:16]([N+:20]([O-])=O)[CH:15]=1)=[O:9]. Given the product [NH2:20][C:16]1[CH:15]=[C:14](/[CH:13]=[CH:12]/[CH2:11][NH:10][C:8](=[O:9])[C:7]([F:6])([F:23])[F:24])[CH:19]=[CH:18][CH:17]=1, predict the reactants needed to synthesize it. (2) The reactants are: Cl[C:2]1[CH:7]=[C:6]([C:8]2[S:9][CH:10]=[C:11]([C:13]3[C:18](=[O:19])[NH:17][C:16]([CH3:20])=[C:15]([C:21]([O:23][CH2:24][CH3:25])=[O:22])[CH:14]=3)[N:12]=2)[CH:5]=[CH:4][N:3]=1.Cl.[N:27]1[C:32](C)=[CH:31][C:30]([CH3:34])=CC=1C. Given the product [CH:31]1([CH2:32][NH:27][C:2]2[CH:7]=[C:6]([C:8]3[S:9][CH:10]=[C:11]([C:13]4[C:18](=[O:19])[NH:17][C:16]([CH3:20])=[C:15]([C:21]([O:23][CH2:24][CH3:25])=[O:22])[CH:14]=4)[N:12]=3)[CH:5]=[CH:4][N:3]=2)[CH2:30][CH2:34]1, predict the reactants needed to synthesize it. (3) Given the product [C:23]([O:26][CH2:27][C:28]1[C:33]([C:2]2[CH:3]=[C:4]([NH:10][C:11]3[CH:16]=[CH:15][C:14]([CH:17]4[CH2:20][N:19]([CH2:21][CH3:22])[CH2:18]4)=[CH:13][N:12]=3)[C:5](=[O:9])[N:6]([CH3:8])[CH:7]=2)=[CH:32][C:31]([F:43])=[CH:30][C:29]=1[N:44]1[CH2:55][CH2:54][C:53]2[C:52]3[CH2:51][C:50]([CH3:57])([CH3:56])[CH2:49][C:48]=3[S:47][C:46]=2[C:45]1=[O:58])(=[O:25])[CH3:24], predict the reactants needed to synthesize it. The reactants are: Br[C:2]1[CH:3]=[C:4]([NH:10][C:11]2[CH:16]=[CH:15][C:14]([CH:17]3[CH2:20][N:19]([CH2:21][CH3:22])[CH2:18]3)=[CH:13][N:12]=2)[C:5](=[O:9])[N:6]([CH3:8])[CH:7]=1.[C:23]([O:26][CH2:27][C:28]1[C:33](B2OC(C)(C)C(C)(C)O2)=[CH:32][C:31]([F:43])=[CH:30][C:29]=1[N:44]1[CH2:55][CH2:54][C:53]2[C:52]3[CH2:51][C:50]([CH3:57])([CH3:56])[CH2:49][C:48]=3[S:47][C:46]=2[C:45]1=[O:58])(=[O:25])[CH3:24]. (4) Given the product [ClH:1].[CH3:7][C:8]1[CH:16]=[CH:15][C:11]([CH2:12][C:13]([NH2:2])=[NH:14])=[CH:10][CH:9]=1, predict the reactants needed to synthesize it. The reactants are: [Cl-:1].[NH4+:2].C[Al](C)C.[CH3:7][C:8]1[CH:16]=[CH:15][C:11]([CH2:12][C:13]#[N:14])=[CH:10][CH:9]=1.CO. (5) Given the product [F:1][C:2]1[CH:7]=[CH:6][CH:5]=[CH:4][C:3]=1[C:8]([NH:13][C:12]1[CH:14]=[CH:15][CH:16]=[CH:17][C:11]=1[C:10]([NH:28][CH2:27][CH2:26][C:22]1[CH:23]=[CH:24][CH:25]=[CH:20][CH:21]=1)=[O:18])=[O:9], predict the reactants needed to synthesize it. The reactants are: [F:1][C:2]1[CH:7]=[CH:6][CH:5]=[CH:4][C:3]=1[C:8]1[O:9][C:10](=[O:18])[C:11]2[CH:17]=[CH:16][CH:15]=[CH:14][C:12]=2[N:13]=1.F[C:20]1[CH:21]=[C:22]([CH2:26][CH2:27][NH2:28])[CH:23]=[CH:24][CH:25]=1.Cl. (6) The reactants are: [NH2:1][C@@H:2]1[CH2:7][C@H:6]([N:8]([C:13]([C:15]2[C:16]([NH:25][CH2:26][CH2:27][CH2:28][S:29][CH3:30])=[N:17][C:18]([C:21]([CH3:24])([CH3:23])[CH3:22])=[N:19][CH:20]=2)=[O:14])[CH2:9][CH:10]([CH3:12])[CH3:11])[CH2:5][N:4]([C:31]([O:33][C:34]([CH3:37])([CH3:36])[CH3:35])=[O:32])[CH2:3]1.CC(C)([O-])C.[K+].Cl[CH2:45][CH2:46][CH2:47][N:48]=[C:49]=[O:50]. Given the product [C:21]([C:18]1[N:17]=[C:16]([NH:25][CH2:26][CH2:27][CH2:28][S:29][CH3:30])[C:15]([C:13]([N:8]([CH2:9][CH:10]([CH3:12])[CH3:11])[C@H:6]2[CH2:7][C@@H:2]([N:1]3[CH2:45][CH2:46][CH2:47][NH:48][C:49]3=[O:50])[CH2:3][N:4]([C:31]([O:33][C:34]([CH3:35])([CH3:36])[CH3:37])=[O:32])[CH2:5]2)=[O:14])=[CH:20][N:19]=1)([CH3:24])([CH3:22])[CH3:23], predict the reactants needed to synthesize it. (7) The reactants are: Cl[C:2]1[CH:7]=[C:6]([NH:8][NH2:9])[N:5]=[CH:4][N:3]=1.Cl.[F:11][C:12]1([F:16])[CH2:15][NH:14][CH2:13]1.C(N(C(C)C)C(C)C)C.FC(F)(F)C(O)=O.CN([CH:36]=[C:37]([N:43]1[CH:47]=[C:46]([C:48]#[N:49])[N:45]=[CH:44]1)[C:38](OCC)=[O:39])C. Given the product [F:11][C:12]1([F:16])[CH:15]([C:2]2[N:3]=[CH:4][N:5]=[C:6]([N:8]3[C:38](=[O:39])[C:37]([N:43]4[CH:47]=[C:46]([C:48]#[N:49])[N:45]=[CH:44]4)=[CH:36][NH:9]3)[CH:7]=2)[NH:14][CH2:13]1, predict the reactants needed to synthesize it.